Dataset: Catalyst prediction with 721,799 reactions and 888 catalyst types from USPTO. Task: Predict which catalyst facilitates the given reaction. (1) Reactant: COC[O:4][C:5]1[CH:6]=[CH:7][C:8]([C:11]2[C:16]([C:17]([F:20])([F:19])[F:18])=[CH:15][CH:14]=[CH:13][N:12]=2)=[N:9][CH:10]=1.Cl. Product: [F:19][C:17]([F:18])([F:20])[C:16]1[C:11]([C:8]2[CH:7]=[CH:6][C:5]([OH:4])=[CH:10][N:9]=2)=[N:12][CH:13]=[CH:14][CH:15]=1. The catalyst class is: 1. (2) Product: [Br:1][C:2]1[C:10]2[O:9][CH:8]([C:11]([OH:13])=[O:12])[O:7][C:6]=2[CH:5]=[C:4]([Cl:17])[CH:3]=1. The catalyst class is: 728. Reactant: [Br:1][C:2]1[C:10]2[O:9][C:8](C(O)=O)([C:11]([OH:13])=[O:12])[O:7][C:6]=2[CH:5]=[C:4]([Cl:17])[CH:3]=1.